This data is from Forward reaction prediction with 1.9M reactions from USPTO patents (1976-2016). The task is: Predict the product of the given reaction. (1) Given the reactants C(N([CH2:10][C:11]1[C:19]2[C:18](=[O:20])[N:17]([C:21]3[CH:26]=[CH:25][CH:24]=[CH:23][CH:22]=3)[C:16](=[O:27])[N:15]([CH2:28][C:29]3[C:34]([F:35])=[CH:33][CH:32]=[CH:31][C:30]=3[F:36])[C:14]=2[S:13][C:12]=1[C:37]1[CH:42]=[CH:41][C:40]([NH:43][C:44]([NH:46][O:47][CH3:48])=[O:45])=[CH:39][CH:38]=1)C)C1C=CC=CC=1.[Cl:49]C([O-])=O, predict the reaction product. The product is: [Cl:49][CH2:10][C:11]1[C:19]2[C:18](=[O:20])[N:17]([C:21]3[CH:26]=[CH:25][CH:24]=[CH:23][CH:22]=3)[C:16](=[O:27])[N:15]([CH2:28][C:29]3[C:34]([F:35])=[CH:33][CH:32]=[CH:31][C:30]=3[F:36])[C:14]=2[S:13][C:12]=1[C:37]1[CH:42]=[CH:41][C:40]([NH:43][C:44]([NH:46][O:47][CH3:48])=[O:45])=[CH:39][CH:38]=1. (2) Given the reactants Br[C:2]1[CH:3]=[C:4]([CH:32]=[C:33]([C:36]([F:39])([F:38])[F:37])[C:34]=1[Cl:35])[O:5][C@@H:6]([C:25]1[CH:30]=[CH:29][C:28]([Cl:31])=[CH:27][CH:26]=1)[C@@H:7]([C:11]1[CH:24]=[CH:23][C:14]([C:15]([NH:17][CH2:18][CH2:19][C:20]([OH:22])=[O:21])=[O:16])=[CH:13][CH:12]=1)[CH2:8][CH2:9][CH3:10].[CH3:40][N:41](C=O)C, predict the reaction product. The product is: [Cl:35][C:34]1[C:33]([C:36]([F:39])([F:38])[F:37])=[CH:32][C:4]([O:5][C@@H:6]([C:25]2[CH:30]=[CH:29][C:28]([Cl:31])=[CH:27][CH:26]=2)[C@@H:7]([C:11]2[CH:24]=[CH:23][C:14]([C:15]([NH:17][CH2:18][CH2:19][C:20]([OH:22])=[O:21])=[O:16])=[CH:13][CH:12]=2)[CH2:8][CH2:9][CH3:10])=[CH:3][C:2]=1[C:40]#[N:41].